Dataset: Forward reaction prediction with 1.9M reactions from USPTO patents (1976-2016). Task: Predict the product of the given reaction. (1) Given the reactants [OH-].[Na+].[NH:3]([C:21]([O:23][C:24]([CH3:27])([CH3:26])[CH3:25])=[O:22])[C@H:4]([C:9]([NH:11][C@H:12]([C:17]([O:19]C)=[O:18])[CH2:13][CH:14]([CH3:16])[CH3:15])=[O:10])[CH2:5][CH:6]([CH3:8])[CH3:7], predict the reaction product. The product is: [NH:3]([C:21]([O:23][C:24]([CH3:27])([CH3:26])[CH3:25])=[O:22])[C@H:4]([C:9]([NH:11][C@H:12]([C:17]([OH:19])=[O:18])[CH2:13][CH:14]([CH3:16])[CH3:15])=[O:10])[CH2:5][CH:6]([CH3:8])[CH3:7]. (2) Given the reactants Br[C:2]1[C:3]2[O:12][C:11]([CH2:13][N:14]3[CH2:19][CH2:18][CH2:17][C:16]([F:21])([F:20])[CH2:15]3)=[CH:10][C:4]=2[C:5](=[O:9])[N:6]([CH3:8])[CH:7]=1.[O:22]1[CH2:27][CH2:26][CH:25]([CH2:28][O:29][C:30]2[CH:35]=[C:34](B3OC(C)(C)C(C)(C)O3)[CH:33]=[CH:32][N:31]=2)[CH2:24][CH2:23]1.C(=O)([O-])[O-].[K+].[K+].C1(C)C=CC=CC=1, predict the reaction product. The product is: [F:20][C:16]1([F:21])[CH2:17][CH2:18][CH2:19][N:14]([CH2:13][C:11]2[O:12][C:3]3[C:2]([C:34]4[CH:33]=[CH:32][N:31]=[C:30]([O:29][CH2:28][CH:25]5[CH2:26][CH2:27][O:22][CH2:23][CH2:24]5)[CH:35]=4)=[CH:7][N:6]([CH3:8])[C:5](=[O:9])[C:4]=3[CH:10]=2)[CH2:15]1. (3) Given the reactants [Cl:1][C:2]1[CH:7]=[CH:6][N:5]2[N:8]=[CH:9][C:10]([C:11](Cl)=[O:12])=[C:4]2[N:3]=1.[Cl:14][C:15]1[CH:16]=[CH:17][C:18]([O:35][CH:36]([F:38])[F:37])=[C:19]([C:21]2[N:25]([CH2:26][O:27][CH2:28][CH2:29][Si:30]([CH3:33])([CH3:32])[CH3:31])[N:24]=[CH:23][C:22]=2[NH2:34])[CH:20]=1.C(N(CC)CC)C, predict the reaction product. The product is: [Cl:14][C:15]1[CH:16]=[CH:17][C:18]([O:35][CH:36]([F:37])[F:38])=[C:19]([C:21]2[N:25]([CH2:26][O:27][CH2:28][CH2:29][Si:30]([CH3:33])([CH3:31])[CH3:32])[N:24]=[CH:23][C:22]=2[NH:34][C:11]([C:10]2[CH:9]=[N:8][N:5]3[CH:6]=[CH:7][C:2]([Cl:1])=[N:3][C:4]=23)=[O:12])[CH:20]=1. (4) Given the reactants CC1C=CC(S(O[CH2:12][CH:13]2[O:18][C:17]3[CH:19]=[C:20]([O:23][S:24]([CH3:27])(=[O:26])=[O:25])[CH:21]=[CH:22][C:16]=3[O:15][CH2:14]2)(=O)=O)=CC=1.[NH:28]1[CH2:31][CH2:30][CH2:29]1, predict the reaction product. The product is: [CH3:27][S:24]([O:23][C:20]1[CH:21]=[CH:22][C:16]2[O:15][CH2:14][CH:13]([CH2:12][N:28]3[CH2:31][CH2:30][CH2:29]3)[O:18][C:17]=2[CH:19]=1)(=[O:25])=[O:26]. (5) Given the reactants [F:1][C:2]1[C:7]([CH:8]([OH:18])[C:9]2[C:17]3[CH:16]=[N:15][CH:14]=[N:13][C:12]=3[NH:11][CH:10]=2)=[C:6]([F:19])[CH:5]=[CH:4][C:3]=1[NH:20][S:21]([CH2:24][CH2:25][CH3:26])(=[O:23])=[O:22].CC(OI1(OC(C)=O)(OC(C)=O)OC(=O)C2C=CC=CC1=2)=O, predict the reaction product. The product is: [F:1][C:2]1[C:7]([C:8]([C:9]2[C:17]3[CH:16]=[N:15][CH:14]=[N:13][C:12]=3[NH:11][CH:10]=2)=[O:18])=[C:6]([F:19])[CH:5]=[CH:4][C:3]=1[NH:20][S:21]([CH2:24][CH2:25][CH3:26])(=[O:23])=[O:22]. (6) Given the reactants C(S)CCCCCCCCCCC.C[O:15][C:16]1[CH:21]=[CH:20][C:19]([CH:22]2[CH2:27][CH2:26][O:25][CH2:24][CH2:23]2)=[CH:18][CH:17]=1.[Cl-].[Al+3].[Cl-].[Cl-].Cl, predict the reaction product. The product is: [O:25]1[CH2:26][CH2:27][CH:22]([C:19]2[CH:18]=[CH:17][C:16]([OH:15])=[CH:21][CH:20]=2)[CH2:23][CH2:24]1.